This data is from Full USPTO retrosynthesis dataset with 1.9M reactions from patents (1976-2016). The task is: Predict the reactants needed to synthesize the given product. (1) Given the product [Cl:1][C:2]1[CH:34]=[CH:33][C:5]2[N:6]([CH3:32])[C:7](=[O:31])[CH2:8][NH:9][C@@:10]([C@H:11]([O:14][C:15]3[CH:20]=[C:19]([O:21][CH3:22])[CH:18]=[C:17]([O:23][CH3:24])[CH:16]=3)[C:12]([OH:35])=[O:13])([C:25]3[CH:26]=[CH:27][CH:28]=[CH:29][CH:30]=3)[C:4]=2[CH:3]=1, predict the reactants needed to synthesize it. The reactants are: [Cl:1][C:2]1[CH:34]=[CH:33][C:5]2[N:6]([CH3:32])[C:7](=[O:31])[CH2:8][N:9]3[C:12](=[O:13])[C@@H:11]([O:14][C:15]4[CH:20]=[C:19]([O:21][CH3:22])[CH:18]=[C:17]([O:23][CH3:24])[CH:16]=4)[C@:10]3([C:25]3[CH:30]=[CH:29][CH:28]=[CH:27][CH:26]=3)[C:4]=2[CH:3]=1.[O:35]1CCOCC1. (2) Given the product [Cl:39][C:40]1[CH:45]=[CH:44][C:43]([C:2]2[CH:11]=[C:10]([C@H:12]([C@@H:14]3[CH2:19][CH2:18][CH2:17][CH2:16][N:15]3[C:20]([C:33]3[CH:38]=[CH:37][CH:36]=[CH:35][CH:34]=3)([C:27]3[CH:32]=[CH:31][CH:30]=[CH:29][CH:28]=3)[C:21]3[CH:26]=[CH:25][CH:24]=[CH:23][CH:22]=3)[OH:13])[C:9]3[C:4](=[CH:5][CH:6]=[CH:7][CH:8]=3)[N:3]=2)=[CH:42][CH:41]=1, predict the reactants needed to synthesize it. The reactants are: Br[C:2]1[CH:11]=[C:10]([C@H:12]([C@@H:14]2[CH2:19][CH2:18][CH2:17][CH2:16][N:15]2[C:20]([C:33]2[CH:38]=[CH:37][CH:36]=[CH:35][CH:34]=2)([C:27]2[CH:32]=[CH:31][CH:30]=[CH:29][CH:28]=2)[C:21]2[CH:26]=[CH:25][CH:24]=[CH:23][CH:22]=2)[OH:13])[C:9]2[C:4](=[CH:5][CH:6]=[CH:7][CH:8]=2)[N:3]=1.[Cl:39][C:40]1[CH:45]=[CH:44][C:43](B(O)O)=[CH:42][CH:41]=1.C([O-])([O-])=O.[K+].[K+]. (3) Given the product [CH3:1][C:2]1[CH:10]=[C:9]([N+:11]([O-:13])=[O:12])[CH:8]=[CH:7][C:3]=1[C:4]([NH2:15])=[O:5], predict the reactants needed to synthesize it. The reactants are: [CH3:1][C:2]1[CH:10]=[C:9]([N+:11]([O-:13])=[O:12])[CH:8]=[CH:7][C:3]=1[C:4](O)=[O:5].C[N:15](C=O)C.C(Cl)(=O)C(Cl)=O. (4) Given the product [Cl:1][C:2]1[N:7]=[C:6]([NH2:15])[N:5]=[C:4]([NH:8][CH2:9][C:10]([CH3:11])([CH3:12])[CH3:13])[C:3]=1[C:26](=[O:27])[CH2:25][O:24][C:21](=[O:23])[CH3:22], predict the reactants needed to synthesize it. The reactants are: [Cl:1][C:2]1[N:7]=[CH:6][N:5]=[C:4]([NH:8][CH2:9][C:10]([CH3:13])([CH3:12])[CH3:11])[C:3]=1N.[N:15]1C=CC=CC=1.[C:21]([O:24][CH2:25][C:26](Cl)=[O:27])(=[O:23])[CH3:22].